This data is from Forward reaction prediction with 1.9M reactions from USPTO patents (1976-2016). The task is: Predict the product of the given reaction. (1) Given the reactants Cl.[Cl:2]C1C=CC(O[CH:8]2[CH2:13][CH2:12][NH:11][CH2:10][CH2:9]2)=CC=1F.[Cl:17][C:18]1[CH:19]=[CH:20][C:21]([OH:26])=[C:22]([CH:25]=1)[C:23]#[N:24], predict the reaction product. The product is: [ClH:2].[Cl:17][C:18]1[CH:19]=[CH:20][C:21]([O:26][CH:8]2[CH2:13][CH2:12][NH:11][CH2:10][CH2:9]2)=[C:22]([CH:25]=1)[C:23]#[N:24]. (2) Given the reactants [Br:1][C:2]1[CH:11]=[C:10]2[C:5]([CH:6]=[CH:7][C:8](C)=[N:9]2)=[CH:4][N:3]=1.[Se](=O)=O.[CH:16]([OH:18])=[O:17].OO, predict the reaction product. The product is: [Br:1][C:2]1[CH:11]=[C:10]2[C:5]([CH:6]=[CH:7][C:8]([C:16]([OH:18])=[O:17])=[N:9]2)=[CH:4][N:3]=1. (3) Given the reactants [F:1][C:2]1[CH:3]=[C:4]([NH:17][C:18](=[O:23])[CH2:19][C:20](=O)[CH3:21])[CH:5]=[CH:6][C:7]=1[NH:8][CH2:9][CH2:10][CH2:11][CH:12]1[CH2:16][CH2:15][CH2:14][O:13]1.[C:24]([NH2:27])(=O)[CH3:25].C1(C)C(C)=CC=CC=1.[NH4+].[Cl-], predict the reaction product. The product is: [F:1][C:2]1[CH:3]=[C:4]([N:17]2[C:18](=[O:23])[CH:19]=[C:20]([CH3:21])[N:27]=[C:24]2[CH3:25])[CH:5]=[CH:6][C:7]=1[NH:8][CH2:9][CH2:10][CH2:11][CH:12]1[CH2:16][CH2:15][CH2:14][O:13]1. (4) The product is: [N:14]1[CH:15]=[CH:16][CH:17]=[CH:18][C:13]=1[O:12][CH2:11][C:9]1[N:10]=[C:5]2[N:4]=[CH:3][C:2]([C:24]3[CH:25]=[N:26][C:21]([C:20]([F:31])([F:30])[F:19])=[CH:22][CH:23]=3)=[CH:7][N:6]2[CH:8]=1. Given the reactants Br[C:2]1[CH:3]=[N:4][C:5]2[N:6]([CH:8]=[C:9]([CH2:11][O:12][C:13]3[CH:18]=[CH:17][CH:16]=[CH:15][N:14]=3)[N:10]=2)[CH:7]=1.[F:19][C:20]([F:31])([F:30])[C:21]1[N:26]=[CH:25][C:24](B(O)O)=[CH:23][CH:22]=1, predict the reaction product. (5) Given the reactants [CH3:1][O:2][CH2:3][CH2:4][O:5][C:6]1[CH:7]=[CH:8][C:9]2[O:23][CH2:22][C:12]3([C:20]4[C:15](=[CH:16][CH:17]=[CH:18][CH:19]=4)[NH:14][C:13]3=[O:21])[C:10]=2[CH:11]=1.N1C2C(=CC=CC=2)[C@@]2(C3C(=C[C:37]4[O:42][CH2:41][CH2:40][O:39][C:38]=4[CH:43]=3)OC2)C1=O, predict the reaction product. The product is: [CH3:1][O:2][CH2:3][CH2:4][O:5][C:6]1[CH:7]=[CH:8][C:9]2[O:23][CH2:22][C:12]3([C:20]4[C:15](=[CH:16][CH:17]=[CH:18][CH:19]=4)[N:14]([CH2:43][CH2:38][O:39][CH2:40][CH2:41][O:42][CH3:37])[C:13]3=[O:21])[C:10]=2[CH:11]=1. (6) Given the reactants [Cl:1][C:2]1[CH:3]=[C:4]([CH:28]=[CH:29][CH:30]=1)[O:5][C:6]1[CH:7]=[C:8]2[C:12](=[CH:13][CH:14]=1)[N:11]([C:15]1[CH:20]=[CH:19][C:18]([CH3:21])=[C:17]([N+:22]([O-:24])=[O:23])[CH:16]=1)[C:10]([C:25]([OH:27])=[O:26])=[CH:9]2.C(OC(C1N(C2C=CC(C)=C([N+]([O-])=O)C=2)C2C(C=1)=CC(O)=CC=2)=O)C.[Cl:56]C1C=C(B(O)O)C=C(Cl)C=1, predict the reaction product. The product is: [Cl:1][C:2]1[CH:3]=[C:4]([CH:28]=[C:29]([Cl:56])[CH:30]=1)[O:5][C:6]1[CH:7]=[C:8]2[C:12](=[CH:13][CH:14]=1)[N:11]([C:15]1[CH:20]=[CH:19][C:18]([CH3:21])=[C:17]([N+:22]([O-:24])=[O:23])[CH:16]=1)[C:10]([C:25]([OH:27])=[O:26])=[CH:9]2.